Dataset: Reaction yield outcomes from USPTO patents with 853,638 reactions. Task: Predict the reaction yield, written as a fraction of the theoretical maximum amount of product (1.0 means a 100% yield; for example, 0.34 means a 34% yield). The reactants are Cl[C:2]1[NH:10][C:9]2[C:4](=[N:5][CH:6]=[CH:7][CH:8]=2)[C:3]=1[C:11]#[N:12].[OH:13][CH2:14][C@H:15]1[CH2:19][CH2:18][CH2:17][NH:16]1. No catalyst specified. The product is [OH:13][CH2:14][C@H:15]1[CH2:19][CH2:18][CH2:17][N:16]1[C:2]1[NH:10][C:9]2[C:4](=[N:5][CH:6]=[CH:7][CH:8]=2)[C:3]=1[C:11]#[N:12]. The yield is 0.500.